This data is from Forward reaction prediction with 1.9M reactions from USPTO patents (1976-2016). The task is: Predict the product of the given reaction. The product is: [Br:24][CH2:16][C:13]1[CH:14]=[CH:15][C:10]([C:8]([C:4]2[CH:5]=[CH:6][CH:7]=[C:2]([Cl:1])[CH:3]=2)=[O:9])=[CH:11][CH:12]=1. Given the reactants [Cl:1][C:2]1[CH:3]=[C:4]([C:8]([C:10]2[CH:15]=[CH:14][C:13]([CH3:16])=[CH:12][CH:11]=2)=[O:9])[CH:5]=[CH:6][CH:7]=1.C1C(=O)N([Br:24])C(=O)C1.CC(N=NC(C#N)(C)C)(C#N)C, predict the reaction product.